Task: Predict the reaction yield, written as a fraction of the theoretical maximum amount of product (1.0 means a 100% yield; for example, 0.34 means a 34% yield).. Dataset: Reaction yield outcomes from USPTO patents with 853,638 reactions (1) The reactants are [CH3:1][O:2][C:3]1[CH:4]=[C:5]([CH:8]=[C:9]([O:13][CH3:14])[C:10]=1[O:11][CH3:12])[CH:6]=[O:7].[BH4-].[Na+].O. No catalyst specified. The product is [O:2]([C:3]1[CH:4]=[C:5]([CH:8]=[C:9]([O:13][CH3:14])[C:10]=1[O:11][CH3:12])[CH2:6][OH:7])[CH3:1]. The yield is 0.927. (2) The reactants are [F:1][C:2]([F:23])([F:22])[C:3]1[CH:4]=[C:5]([C:9]2[N:18]=[C:17]([C:19](O)=[O:20])[C:16]3[C:11](=[CH:12][CH:13]=[CH:14][CH:15]=3)[N:10]=2)[CH:6]=[CH:7][CH:8]=1.Cl.[OH:25][C:26]1[C:35]([N:36]([CH3:38])[CH3:37])=[CH:34][CH:33]=[C:32]2[C:27]=1[CH2:28][CH2:29][NH:30][CH2:31]2. No catalyst specified. The product is [F:22][C:2]([F:23])([F:1])[C:3]1[CH:4]=[C:5]([C:9]2[N:18]=[C:17]([C:19]([N:30]3[CH2:29][CH2:28][C:27]4[C:32](=[CH:33][CH:34]=[C:35]([N:36]([CH3:38])[CH3:37])[C:26]=4[OH:25])[CH2:31]3)=[O:20])[C:16]3[C:11](=[CH:12][CH:13]=[CH:14][CH:15]=3)[N:10]=2)[CH:6]=[CH:7][CH:8]=1. The yield is 0.0500.